This data is from Catalyst prediction with 721,799 reactions and 888 catalyst types from USPTO. The task is: Predict which catalyst facilitates the given reaction. (1) Reactant: [CH3:1][C@H:2]1[N:6]([S:7]([C:10]2[CH:15]=[CH:14][CH:13]=[CH:12][CH:11]=2)(=[O:9])=[O:8])[CH2:5][C@@H:4]([CH2:16][N:17]2[C:25]3[C:20](=[CH:21][C:22]([C:26]4[CH:27]=[N:28][N:29](C5CCCCO5)[CH:30]=4)=[CH:23][CH:24]=3)[CH:19]=[N:18]2)[CH2:3]1.C1(C)C=CC(S(O)(=O)=O)=CC=1.C(=O)(O)[O-].[Na+]. Product: [CH3:1][C@H:2]1[N:6]([S:7]([C:10]2[CH:15]=[CH:14][CH:13]=[CH:12][CH:11]=2)(=[O:8])=[O:9])[CH2:5][C@@H:4]([CH2:16][N:17]2[C:25]3[C:20](=[CH:21][C:22]([C:26]4[CH:27]=[N:28][NH:29][CH:30]=4)=[CH:23][CH:24]=3)[CH:19]=[N:18]2)[CH2:3]1. The catalyst class is: 138. (2) Product: [CH3:32][S:29]([O:1][CH2:2][C@@H:3]([NH:11][C:12]([O:13][CH2:14][C:15]1[CH:16]=[CH:17][CH:18]=[CH:19][CH:20]=1)=[O:21])[CH2:4][C@H:5]1[CH2:10][CH2:9][CH2:8][O:7][CH2:6]1)(=[O:31])=[O:30]. Reactant: [OH:1][CH2:2][C@@H:3]([NH:11][C:12](=[O:21])[O:13][CH2:14][C:15]1[CH:20]=[CH:19][CH:18]=[CH:17][CH:16]=1)[CH2:4][C@H:5]1[CH2:10][CH2:9][CH2:8][O:7][CH2:6]1.C(N(CC)CC)C.[S:29](Cl)([CH3:32])(=[O:31])=[O:30]. The catalyst class is: 2. (3) Reactant: [N+:1]([O-:4])([O-])=[O:2].[K+].[CH3:6][C:7]([NH:15][C:16](=[O:18])[CH3:17])([C:9]1[CH:14]=[CH:13][CH:12]=[CH:11][CH:10]=1)[CH3:8]. Product: [CH3:8][C:7]([NH:15][C:16](=[O:18])[CH3:17])([C:9]1[CH:10]=[CH:11][C:12]([N+:1]([O-:4])=[O:2])=[CH:13][CH:14]=1)[CH3:6]. The catalyst class is: 82.